The task is: Predict the reactants needed to synthesize the given product.. This data is from Full USPTO retrosynthesis dataset with 1.9M reactions from patents (1976-2016). (1) Given the product [NH2:21][C:22]1[N:23]=[C:24]([O:9][CH2:10][C:11]2[CH:16]=[CH:15][N:14]=[C:13]([C:17]([NH:19][CH3:20])=[O:18])[CH:12]=2)[C:25]([C:37]#[N:38])=[C:26]([C:30]2[CH:35]=[CH:34][C:33]([F:36])=[CH:32][CH:31]=2)[C:27]=1[C:28]#[N:29], predict the reactants needed to synthesize it. The reactants are: CC(C)([O-])C.[K+].O.Cl.[OH:9][CH2:10][C:11]1[CH:16]=[CH:15][N:14]=[C:13]([C:17]([NH:19][CH3:20])=[O:18])[CH:12]=1.[NH2:21][C:22]1[C:27]([C:28]#[N:29])=[C:26]([C:30]2[CH:35]=[CH:34][C:33]([F:36])=[CH:32][CH:31]=2)[C:25]([C:37]#[N:38])=[C:24](SC2C=CC=CC=2)[N:23]=1.O. (2) Given the product [F:14][C:15]1[CH:16]=[C:17]([CH:20]=[CH:21][C:22]=1[F:23])[CH2:18][NH:19][C:2]1[C:11]2[C:6](=[C:7]([CH3:12])[CH:8]=[CH:9][CH:10]=2)[N:5]=[C:4]([CH3:13])[CH:3]=1, predict the reactants needed to synthesize it. The reactants are: Cl[C:2]1[C:11]2[C:6](=[C:7]([CH3:12])[CH:8]=[CH:9][CH:10]=2)[N:5]=[C:4]([CH3:13])[CH:3]=1.[F:14][C:15]1[CH:16]=[C:17]([CH:20]=[CH:21][C:22]=1[F:23])[CH2:18][NH2:19]. (3) Given the product [NH2:6][CH2:5][C:4]([NH:8][C@H:9]([C:15]([OH:17])=[O:16])[CH2:10][CH2:11][C:12](=[O:14])[NH2:13])=[O:3], predict the reactants needed to synthesize it. The reactants are: Cl.C[O:3][C:4](=O)[CH2:5][NH2:6].[NH2:8][C@H:9]([C:15]([OH:17])=[O:16])[CH2:10][CH2:11][C:12](=[O:14])[NH2:13]. (4) Given the product [Cl:1][N:15]([C:9]1[CH:14]=[CH:13][CH:12]=[CH:11][CH:10]=1)[N:16]=[CH:17][C:18]1[CH:19]=[CH:20][N:21]=[CH:22][CH:23]=1, predict the reactants needed to synthesize it. The reactants are: [Cl:1]N1C(=O)CCC1=O.[C:9]1([NH:15][N:16]=[CH:17][C:18]2[CH:23]=[CH:22][N:21]=[CH:20][CH:19]=2)[CH:14]=[CH:13][CH:12]=[CH:11][CH:10]=1.